From a dataset of Full USPTO retrosynthesis dataset with 1.9M reactions from patents (1976-2016). Predict the reactants needed to synthesize the given product. Given the product [C:1]([C:3]1[CH:4]=[C:5]2[C:10](=[N:11][CH:12]=1)[N:9]([CH2:13][C:14]1[CH:19]=[CH:18][C:17]([C:20]([F:21])([F:22])[F:23])=[CH:16][CH:15]=1)[C:8](=[O:24])[C:7]([C:25]([NH:27][CH2:28][C:29]([OH:31])=[O:30])=[O:26])=[C:6]2[OH:36])#[N:2], predict the reactants needed to synthesize it. The reactants are: [C:1]([C:3]1[CH:4]=[C:5]2[C:10](=[N:11][CH:12]=1)[N:9]([CH2:13][C:14]1[CH:19]=[CH:18][C:17]([C:20]([F:23])([F:22])[F:21])=[CH:16][CH:15]=1)[C:8](=[O:24])[C:7]([C:25]([NH:27][CH2:28][C:29]([O:31]C(C)(C)C)=[O:30])=[O:26])=[C:6]2[OH:36])#[N:2].